Dataset: Forward reaction prediction with 1.9M reactions from USPTO patents (1976-2016). Task: Predict the product of the given reaction. (1) Given the reactants FC(F)(F)C(OC(=O)C(F)(F)F)=O.[C:14]([O:18][C:19]([N:21]1[CH2:26][CH2:25][CH:24]([C:27]2[O:45][C:30]3=[CH:31][N:32]=[C:33]([C:35]4[CH:40]=[CH:39][C:38]([C:41]([NH2:43])=O)=[CH:37][C:36]=4[F:44])[CH:34]=[C:29]3[CH:28]=2)[CH2:23][CH2:22]1)=[O:20])([CH3:17])([CH3:16])[CH3:15].C(N(CC)CC)C.C([O-])(O)=O.[Na+], predict the reaction product. The product is: [C:14]([O:18][C:19]([N:21]1[CH2:22][CH2:23][CH:24]([C:27]2[O:45][C:30]3=[CH:31][N:32]=[C:33]([C:35]4[CH:40]=[CH:39][C:38]([C:41]#[N:43])=[CH:37][C:36]=4[F:44])[CH:34]=[C:29]3[CH:28]=2)[CH2:25][CH2:26]1)=[O:20])([CH3:17])([CH3:15])[CH3:16]. (2) Given the reactants [C:1]([N:4]1[CH2:9][CH2:8][N:7]([CH:10]([C:22]2[CH:27]=[CH:26][CH:25]=[CH:24][CH:23]=2)[C:11]([O:13][C@@H:14]2[CH:19]3[CH2:20][CH2:21][N:16]([CH2:17][CH2:18]3)[CH2:15]2)=[O:12])[CH2:6][CH2:5]1)(=[O:3])[CH3:2].[Cl:28][CH2:29][C:30]([C:32]1[CH:37]=[CH:36][CH:35]=[CH:34][CH:33]=1)=[O:31], predict the reaction product. The product is: [Cl-:28].[C:1]([N:4]1[CH2:5][CH2:6][N:7]([CH:10]([C:22]2[CH:27]=[CH:26][CH:25]=[CH:24][CH:23]=2)[C:11]([O:13][C@@H:14]2[CH:19]3[CH2:20][CH2:21][N+:16]([CH2:29][C:30](=[O:31])[C:32]4[CH:37]=[CH:36][CH:35]=[CH:34][CH:33]=4)([CH2:17][CH2:18]3)[CH2:15]2)=[O:12])[CH2:8][CH2:9]1)(=[O:3])[CH3:2]. (3) Given the reactants C(O)(C(F)(F)F)=O.C(OC([N:15]1[CH2:19][CH2:18][CH2:17][C@H:16]1[C:20]1[NH:21][C:22]([C:25]2[CH:26]=[C:27]3[C:32](=[CH:33][CH:34]=2)[CH:31]=[C:30]([C:35]2[CH:36]=[C:37]4[C:57](=[CH:58][CH:59]=2)[C:41]2[NH:42][C:43]([C@@H:45]5[CH2:49][CH2:48][CH2:47][N:46]5C(OC(C)(C)C)=O)=[N:44][C:40]=2[CH:39]=[CH:38]4)[CH:29]=[CH:28]3)=[CH:23][N:24]=1)=O)(C)(C)C, predict the reaction product. The product is: [NH:46]1[CH2:47][CH2:48][CH2:49][C@H:45]1[C:43]1[NH:42][C:41]2[C:57]3[C:37]([CH:38]=[CH:39][C:40]=2[N:44]=1)=[CH:36][C:35]([C:30]1[CH:29]=[CH:28][C:27]2[C:32](=[CH:33][CH:34]=[C:25]([C:22]4[NH:21][C:20]([C@@H:16]5[CH2:17][CH2:18][CH2:19][NH:15]5)=[N:24][CH:23]=4)[CH:26]=2)[CH:31]=1)=[CH:59][CH:58]=3. (4) Given the reactants [NH2:1][C:2]1[C:3]([C:24]([O:26]CC)=O)=[N:4][C:5]([C:17]2[CH:22]=[CH:21][CH:20]=[C:19]([OH:23])[CH:18]=2)=[N:6][C:7]=1[NH:8][C:9]1C=CC=CC=1OC.[NH2:29]C1C(C(OCC)=O)=NC(Cl)=NC=1NC1C=CC=CC=1OC.OC1C=C(B(O)O)C=CC=1.P([O-])([O-])([O-])=O.[K+].[K+].[K+].C1(P(C2CCCCC2)C2C=CC=CC=2[C:82]2[C:87]([O:88][CH3:89])=[CH:86][CH:85]=[CH:84][C:83]=2OC)CCCCC1, predict the reaction product. The product is: [OH:23][C:19]1[CH:18]=[C:17]([C:5]2[N:6]=[C:7]3[C:2]([N:1]=[CH:9][N:8]3[C:82]3[CH:83]=[CH:84][CH:85]=[CH:86][C:87]=3[O:88][CH3:89])=[C:3]([C:24]([NH2:29])=[O:26])[N:4]=2)[CH:22]=[CH:21][CH:20]=1. (5) Given the reactants [F:1][C:2]([F:16])([C:9]1[CH:14]=[CH:13][C:12]([F:15])=[CH:11][CH:10]=1)[CH2:3][CH2:4][O:5]C(=O)C.[OH-].[Na+], predict the reaction product. The product is: [F:16][C:2]([F:1])([C:9]1[CH:14]=[CH:13][C:12]([F:15])=[CH:11][CH:10]=1)[CH2:3][CH2:4][OH:5].